Task: Predict the reaction yield, written as a fraction of the theoretical maximum amount of product (1.0 means a 100% yield; for example, 0.34 means a 34% yield).. Dataset: Reaction yield outcomes from USPTO patents with 853,638 reactions (1) The reactants are [Cl:1][C:2]1[CH:3]=[C:4]2[C:9](=[C:10]([Cl:12])[CH:11]=1)[CH:8]=[N:7][C:6]([N:13]=[C:14]=S)=[CH:5]2.C(=O)([O-])[O-].[Cs+].[Cs+].Cl.Cl.[NH2:24][CH2:25][C@@:26]1([OH:34])[CH:31]2[CH2:32][CH2:33][N:28]([CH2:29][CH2:30]2)[CH2:27]1.C(N=C=NC(C)C)(C)C. The catalyst is CN(C=O)C. The product is [Cl:1][C:2]1[CH:3]=[C:4]2[C:9](=[C:10]([Cl:12])[CH:11]=1)[CH:8]=[N:7][C:6]([NH:13][C:14]1[O:34][C@:26]3([CH2:25][N:24]=1)[CH:31]1[CH2:32][CH2:33][N:28]([CH2:29][CH2:30]1)[CH2:27]3)=[CH:5]2. The yield is 0.366. (2) The reactants are [CH3:1][C:2]1([CH3:15])[C:11]2[C:6](=[CH:7][C:8]([N+:12]([O-:14])=[O:13])=[CH:9][CH:10]=2)[NH:5][CH2:4][CH2:3]1.[CH3:16][C:17]([O:20][C:21](O[C:21]([O:20][C:17]([CH3:19])([CH3:18])[CH3:16])=[O:22])=[O:22])([CH3:19])[CH3:18]. No catalyst specified. The product is [C:17]([O:20][C:21]([N:5]1[C:6]2[C:11](=[CH:10][CH:9]=[C:8]([N+:12]([O-:14])=[O:13])[CH:7]=2)[C:2]([CH3:15])([CH3:1])[CH2:3][CH2:4]1)=[O:22])([CH3:19])([CH3:18])[CH3:16]. The yield is 0.220. (3) The reactants are Cl[CH2:2][C:3]1[CH:4]=[C:5]([O:12][CH3:13])[C:6]2[O:10][CH2:9][O:8][C:7]=2[CH:11]=1.[C-:14]#[N:15].[Na+].O. The catalyst is CS(C)=O. The product is [CH3:13][O:12][C:5]1[C:6]2[O:10][CH2:9][O:8][C:7]=2[CH:11]=[C:3]([CH2:2][C:14]#[N:15])[CH:4]=1. The yield is 0.450.